This data is from Catalyst prediction with 721,799 reactions and 888 catalyst types from USPTO. The task is: Predict which catalyst facilitates the given reaction. (1) Reactant: [F:1][C:2]1[CH:7]=[CH:6][C:5]([C:8](=[O:15])[CH2:9][C:10]([O:12][CH2:13][CH3:14])=[O:11])=[CH:4][CH:3]=1.[CH3:16][O:17][C:18]1[CH:25]=[CH:24][C:21]([CH2:22]Cl)=[CH:20][CH:19]=1.C(=O)([O-])[O-].[K+].[K+]. Product: [F:1][C:2]1[CH:3]=[CH:4][C:5]([C:8](=[O:15])[CH:9]([CH2:22][C:21]2[CH:24]=[CH:25][C:18]([O:17][CH3:16])=[CH:19][CH:20]=2)[C:10]([O:12][CH2:13][CH3:14])=[O:11])=[CH:6][CH:7]=1. The catalyst class is: 10. (2) Reactant: [CH3:1][C@@:2]1([OH:18])[C@H:6]([OH:7])[C@@H:5]([CH2:8][OH:9])[O:4][C@H:3]1[N:10]1[CH:17]=[CH:16][C:14]([NH2:15])=[N:13][C:11]1=[O:12].C([Mg]Cl)(C)(C)C.Cl[P:26]([NH:35][C@H:36]([C:38]([O:40][CH:41]([CH2:46][CH2:47][CH3:48])[CH2:42][CH2:43][CH2:44][CH3:45])=[O:39])[CH3:37])([O:28][C:29]1[CH:34]=[CH:33][CH:32]=[CH:31][CH:30]=1)=[O:27]. Product: [CH3:37][C@H:36]([NH:35][P:26]([O:28][C:29]1[CH:30]=[CH:31][CH:32]=[CH:33][CH:34]=1)([O:9][CH2:8][C@H:5]1[O:4][C@@H:3]([N:10]2[CH:17]=[CH:16][C:14]([NH2:15])=[N:13][C:11]2=[O:12])[C@:2]([CH3:1])([OH:18])[C@@H:6]1[OH:7])=[O:27])[C:38](=[O:39])[O:40][CH:41]([CH2:46][CH2:47][CH3:48])[CH2:42][CH2:43][CH2:44][CH3:45]. The catalyst class is: 1. (3) Reactant: [F:1][CH:2]([F:31])[N:3]1[CH:7]=[C:6]([NH:8][C:9]2[N:14]=[CH:13][N:12]=[C:11]([C:15]3[CH:16]=[CH:17][C:18]([O:23][C@H:24]4[CH2:29][CH2:28][NH:27][CH2:26][C@H:25]4[F:30])=[C:19]([CH:22]=3)[C:20]#[N:21])[N:10]=2)[CH:5]=[N:4]1.[OH:32][CH2:33][C:34](O)=[O:35].CN(C(ON1N=NC2C=CC=NC1=2)=[N+](C)C)C.F[P-](F)(F)(F)(F)F.CCN(C(C)C)C(C)C. Product: [F:31][CH:2]([F:1])[N:3]1[CH:7]=[C:6]([NH:8][C:9]2[N:14]=[CH:13][N:12]=[C:11]([C:15]3[CH:16]=[CH:17][C:18]([O:23][C@H:24]4[CH2:29][CH2:28][N:27]([C:33](=[O:32])[CH2:34][OH:35])[CH2:26][C@H:25]4[F:30])=[C:19]([CH:22]=3)[C:20]#[N:21])[N:10]=2)[CH:5]=[N:4]1. The catalyst class is: 3. (4) Reactant: [CH3:1][C:2]1[CH:7]=[CH:6][C:5]([CH2:8][CH2:9][CH2:10][CH2:11][OH:12])=[CH:4][CH:3]=1.N1C=CN=C1.[Si:18](Cl)([C:21]([CH3:24])([CH3:23])[CH3:22])([CH3:20])[CH3:19]. Product: [Si:18]([O:12][CH2:11][CH2:10][CH2:9][CH2:8][C:5]1[CH:6]=[CH:7][C:2]([CH3:1])=[CH:3][CH:4]=1)([C:21]([CH3:24])([CH3:23])[CH3:22])([CH3:20])[CH3:19]. The catalyst class is: 3. (5) Reactant: [F:1][C:2]1[CH:7]=[CH:6][C:5]([CH2:8][NH2:9])=[CH:4][CH:3]=1.[NH2:10][C:11]1[N:19]=[CH:18][C:17]([Br:20])=[CH:16][C:12]=1[C:13](O)=[O:14].CCN(CC)CC.C(P1(=O)OP(CCC)(=O)OP(CCC)(=O)O1)CC. Product: [NH2:10][C:11]1[N:19]=[CH:18][C:17]([Br:20])=[CH:16][C:12]=1[C:13]([NH:9][CH2:8][C:5]1[CH:6]=[CH:7][C:2]([F:1])=[CH:3][CH:4]=1)=[O:14]. The catalyst class is: 34. (6) Reactant: [C:1]([OH:12])(=O)[C:2]1[CH:10]=[CH:9][CH:8]=[C:4]([C:5]([OH:7])=[O:6])[CH:3]=1.[NH2:13][C:14]1C=CC=C[C:15]=1O.[OH:21][C:22]1[CH:31]=C[C:29]2[C:24](=[CH:25][CH:26]=[C:27]([C:32]([OH:34])=[O:33])[CH:28]=2)C=1.C(O[C:39](=[O:41])[CH3:40])(=O)C. Product: [C:22]1(=[O:21])[N:13]([C:3]2[CH:2]=[CH:10][CH:9]=[CH:8][C:4]=2[C:5]([OH:7])=[O:6])[C:39](=[O:41])[CH:40]=[CH:31]1.[C:32]([OH:34])(=[O:33])[C:27]1[CH:28]=[CH:29][CH:24]=[CH:25][CH:26]=1.[C:5]([OH:7])(=[O:6])[C:4]1[CH:8]=[CH:9][CH:10]=[CH:2][CH:3]=1.[CH:14]#[CH:15].[C:1]1(=[O:12])[NH:13][C:39](=[O:41])[CH:40]=[CH:2]1. The catalyst class is: 9. (7) Reactant: [F:1][C:2]([F:13])([F:12])[C:3]1[N:8]=[CH:7][C:6]([C:9](O)=[O:10])=[CH:5][CH:4]=1.Cl.[CH3:15][NH:16][O:17][CH3:18].CCN(C(C)C)C(C)C.F[P-](F)(F)(F)(F)F.N1(O[P+](N(C)C)(N(C)C)N(C)C)C2C=CC=CC=2N=N1. Product: [CH3:18][O:17][N:16]([CH3:15])[C:9]([C:6]1[CH:7]=[N:8][C:3]([C:2]([F:13])([F:12])[F:1])=[CH:4][CH:5]=1)=[O:10]. The catalyst class is: 18. (8) Reactant: [Cl:1][C:2]1[CH:3]=[C:4]([S:9]([N:12]2[CH:17]=[CH:16][NH:15][C:14](=[O:18])[C@H:13]2[CH2:19][C:20]2[N:21]=[N:22][N:23]([C@@H:25]([C:27]3[CH:36]=[CH:35][C:30]([C:31](OC)=[O:32])=[CH:29][CH:28]=3)[CH3:26])[CH:24]=2)(=[O:11])=[O:10])[CH:5]=[CH:6][C:7]=1[Cl:8]. Product: [Cl:1][C:2]1[CH:3]=[C:4]([S:9]([N:12]2[CH:17]=[CH:16][NH:15][C:14](=[O:18])[C@H:13]2[CH2:19][C:20]2[N:21]=[N:22][N:23]([C@@H:25]([C:27]3[CH:28]=[CH:29][C:30]([CH2:31][OH:32])=[CH:35][CH:36]=3)[CH3:26])[CH:24]=2)(=[O:10])=[O:11])[CH:5]=[CH:6][C:7]=1[Cl:8]. The catalyst class is: 390.